From a dataset of Catalyst prediction with 721,799 reactions and 888 catalyst types from USPTO. Predict which catalyst facilitates the given reaction. (1) Reactant: ClC(O[CH2:5][CH3:6])=O.[C:7]([N:15](C1C=CC=CC=1)[CH2:16][CH:17]([C:19]([S:21][CH2:22][CH2:23][NH:24][C:25](=[O:68])[CH2:26][CH2:27][NH:28][C:29](=[O:67])[C@H:30]([OH:66])[C:31]([CH3:65])([CH3:64])[CH2:32][O:33][P:34]([OH:63])(=[O:62])[O:35][P:36]([OH:61])(=[O:60])[O:37][CH2:38][C@H:39]1[O:43][C@@H:42](N2C3N=CN=C(N)C=3N=C2)[C@H:41]([OH:54])[C@@H:40]1[O:55][P:56]([OH:59])([OH:58])=[O:57])=[O:20])[OH:18])(=[O:14])[C:8]1[CH:13]=[CH:12][CH:11]=[CH:10][CH:9]=1.[N:75]1[C:83]([NH2:84])=[C:82]2[C:78]([N:79]=[CH:80][NH:81]2)=[N:77][CH:76]=1. Product: [C:7]([NH:15][C@@H:16]([C:6]1[CH:5]=[CH:10][CH:9]=[CH:8][CH:7]=1)[C@H:17]([C:19]([S:21][CH2:22][CH2:23][NH:24][C:25](=[O:68])[CH2:26][CH2:27][NH:28][C:29](=[O:67])[C@H:30]([OH:66])[C:31]([CH3:65])([CH3:64])[CH2:32][O:33][P:34]([OH:63])(=[O:62])[O:35][P:36]([OH:61])(=[O:60])[O:37][CH2:38][C@H:39]1[O:43][C@@H:42]([N:79]2[C:78]3[N:77]=[CH:76][N:75]=[C:83]([NH2:84])[C:82]=3[N:81]=[CH:80]2)[C@H:41]([OH:54])[C@@H:40]1[O:55][P:56]([OH:58])([OH:59])=[O:57])=[O:20])[OH:18])(=[O:14])[C:8]1[CH:13]=[CH:12][CH:11]=[CH:10][CH:9]=1. The catalyst class is: 7. (2) Reactant: [CH2:1]1[S:5][C@H:4]([CH2:6][OH:7])[O:3][C@@H:2]1[N:8]1[C:13](=[O:14])[N:12]=[C:11]([NH2:15])[C:10]([F:16])=[CH:9]1.Cl. Product: [NH2:15][C:11]1[C:10]([F:16])=[CH:9][N:8]([CH:2]2[O:3][CH:4]([CH2:6][OH:7])[S:5][CH2:1]2)[C:13](=[O:14])[N:12]=1. The catalyst class is: 71.